Dataset: Reaction yield outcomes from USPTO patents with 853,638 reactions. Task: Predict the reaction yield, written as a fraction of the theoretical maximum amount of product (1.0 means a 100% yield; for example, 0.34 means a 34% yield). The reactants are [NH2:1][C:2]1[CH:10]=[CH:9][CH:8]=[CH:7][C:3]=1[C:4]([OH:6])=[O:5].N1C=CC=CC=1.[O:17]=[C:18](Cl)OC(Cl)(Cl)Cl.[Na+].[Cl-]. The catalyst is C(Cl)Cl.CC#N.C(OCC)(=O)C. The product is [NH:1]1[C:2]2[CH:10]=[CH:9][CH:8]=[CH:7][C:3]=2[C:4](=[O:6])[O:5][C:18]1=[O:17]. The yield is 0.630.